Dataset: Reaction yield outcomes from USPTO patents with 853,638 reactions. Task: Predict the reaction yield, written as a fraction of the theoretical maximum amount of product (1.0 means a 100% yield; for example, 0.34 means a 34% yield). (1) The reactants are [N:1]([CH2:4][C:5]1[N:6]=[C:7]([C:11]2[CH:16]=[CH:15][C:14]([C:17]([F:20])([F:19])[F:18])=[CH:13][CH:12]=2)[O:8][C:9]=1[CH3:10])=[N+]=[N-].[H][H]. The catalyst is C(OCC)(=O)C.O=[Pt]=O. The product is [CH3:10][C:9]1[O:8][C:7]([C:11]2[CH:12]=[CH:13][C:14]([C:17]([F:20])([F:19])[F:18])=[CH:15][CH:16]=2)=[N:6][C:5]=1[CH2:4][NH2:1]. The yield is 0.842. (2) The reactants are [Si]([O:8][CH2:9][C:10]1[C:11]([C:16]2[N:20]([CH2:21][CH2:22][C:23]([F:26])([F:25])[F:24])[N:19]=[CH:18][CH:17]=2)=[N:12][CH:13]=[CH:14][CH:15]=1)(C(C)(C)C)(C)C.Cl. The catalyst is CO. The product is [F:26][C:23]([F:24])([F:25])[CH2:22][CH2:21][N:20]1[C:16]([C:11]2[C:10]([CH2:9][OH:8])=[CH:15][CH:14]=[CH:13][N:12]=2)=[CH:17][CH:18]=[N:19]1. The yield is 0.990. (3) The reactants are [C:1]([O:7][CH2:8][CH3:9])(=[O:6])[CH2:2][C:3]([CH3:5])=O.[CH3:10]OC(OC)N(C)C.C1(C)C=CC(S(O)(=O)=O)=CC=1.Br.[CH2:30]([S:32][C:33](=[NH:35])[NH2:34])[CH3:31]. The catalyst is CN(C)C=O. The product is [CH2:8]([O:7][C:1]([C:2]1[C:3]([CH3:5])=[N:35][C:33]([S:32][CH2:30][CH3:31])=[N:34][CH:10]=1)=[O:6])[CH3:9]. The yield is 0.610. (4) The reactants are [N+:1]([C:4]1[CH:5]=[C:6]([CH2:10][C:11]([OH:13])=O)[CH:7]=[CH:8][CH:9]=1)([O-:3])=[O:2].[CH2:14]([CH2:16][NH2:17])[OH:15].C(N(CC)CC)C.F[P-](F)(F)(F)(F)F.N1(O[P+](N2CCCC2)(N2CCCC2)N2CCCC2)C2C=CC=CC=2N=N1. The catalyst is CN(C=O)C. The product is [OH:15][CH2:14][CH2:16][NH:17][C:11](=[O:13])[CH2:10][C:6]1[CH:7]=[CH:8][CH:9]=[C:4]([N+:1]([O-:3])=[O:2])[CH:5]=1. The yield is 0.260. (5) The reactants are C([O:8][C@@H:9]1[C@@H:17]([CH2:18][CH2:19][CH2:20][CH3:21])[C@H:16]([CH3:22])[O:15][C:14](=[O:23])[C@@H:13]([NH:24][C:25](=[O:31])[O:26][C:27]([CH3:30])([CH3:29])[CH3:28])[CH2:12][CH2:11][CH2:10]1)C1C=CC=CC=1.[H][H]. The catalyst is CCOC(C)=O.[Pd]. The product is [CH2:18]([C@H:17]1[C@H:16]([CH3:22])[O:15][C:14](=[O:23])[C@@H:13]([NH:24][C:25](=[O:31])[O:26][C:27]([CH3:30])([CH3:29])[CH3:28])[CH2:12][CH2:11][CH2:10][C@@H:9]1[OH:8])[CH2:19][CH2:20][CH3:21]. The yield is 0.850.